Task: Binary Classification. Given a T-cell receptor sequence (or CDR3 region) and an epitope sequence, predict whether binding occurs between them.. Dataset: TCR-epitope binding with 47,182 pairs between 192 epitopes and 23,139 TCRs (1) The epitope is VTIAEILLI. The TCR CDR3 sequence is CASSRAGTGNSPLHF. Result: 1 (the TCR binds to the epitope). (2) The epitope is AYILFTRFFYV. The TCR CDR3 sequence is CASSQEPSGGGYYEQYF. Result: 0 (the TCR does not bind to the epitope).